Dataset: CYP2C19 inhibition data for predicting drug metabolism from PubChem BioAssay. Task: Regression/Classification. Given a drug SMILES string, predict its absorption, distribution, metabolism, or excretion properties. Task type varies by dataset: regression for continuous measurements (e.g., permeability, clearance, half-life) or binary classification for categorical outcomes (e.g., BBB penetration, CYP inhibition). Dataset: cyp2c19_veith. The molecule is Clc1ccccc1-c1nc(NCc2cccs2)c2ccccc2n1. The result is 1 (inhibitor).